Dataset: Forward reaction prediction with 1.9M reactions from USPTO patents (1976-2016). Task: Predict the product of the given reaction. (1) Given the reactants [C:1]([C:3]1[CH:4]=[C:5]([CH:28]=[CH:29][CH:30]=1)[C:6]([NH:8][C:9]1[CH:10]=[C:11]2[C:17]([CH:18]3[CH2:23][CH2:22][N:21](C([O-])=O)[CH2:20][CH2:19]3)=[CH:16][N:15]([CH3:27])[C:12]2=[N:13][CH:14]=1)=[O:7])#[N:2].Cl, predict the reaction product. The product is: [C:1]([C:3]1[CH:4]=[C:5]([CH:28]=[CH:29][CH:30]=1)[C:6]([NH:8][C:9]1[CH:10]=[C:11]2[C:17]([CH:18]3[CH2:19][CH2:20][NH:21][CH2:22][CH2:23]3)=[CH:16][N:15]([CH3:27])[C:12]2=[N:13][CH:14]=1)=[O:7])#[N:2]. (2) Given the reactants O1CCCC1.[C:6]([OH:14])(=[O:13])/[C:7](=[CH:9]\[C:10]([OH:12])=[O:11])/[CH3:8].[C:15]([O:20][CH2:21][CH2:22][OH:23])(=[O:19])[C:16]([CH3:18])=[CH2:17], predict the reaction product. The product is: [C:6]([OH:14])(=[O:13])/[C:7](=[CH:9]\[C:10]([OH:12])=[O:11])/[CH3:8].[C:15]([O:20][CH2:21][CH2:22][OH:23])(=[O:19])[C:16]([CH3:18])=[CH2:17]. (3) The product is: [CH3:1][N:5]1[CH2:11][CH2:10][CH2:9][C@H:8]([NH:12][C:13]([N:15]2[CH2:21][CH2:20][C@@H:19]3[C@H:16]2[C:17](=[O:26])[N:18]3[S:22]([OH:25])(=[O:24])=[O:23])=[O:14])[CH2:7][CH2:6]1. Given the reactants [C:1]([BH3-])#N.[Na+].[NH:5]1[CH2:11][CH2:10][CH2:9][C@H:8]([NH:12][C:13]([N:15]2[CH2:21][CH2:20][C@@H:19]3[C@H:16]2[C:17](=[O:26])[N:18]3[S:22]([OH:25])(=[O:24])=[O:23])=[O:14])[CH2:7][CH2:6]1.C=O, predict the reaction product. (4) The product is: [CH3:21][O:22][C:23](=[O:33])[C:24]1[CH:29]=[CH:28][C:27]([CH2:30][NH:1][C:2]2[CH:18]=[C:17]([C:19]#[N:20])[CH:16]=[CH:15][C:3]=2[CH2:4][NH:5][C:6](=[O:14])[C:7]2[CH:12]=[CH:11][CH:10]=[C:9]([CH3:13])[CH:8]=2)=[C:26]([F:32])[CH:25]=1. Given the reactants [NH2:1][C:2]1[CH:18]=[C:17]([C:19]#[N:20])[CH:16]=[CH:15][C:3]=1[CH2:4][NH:5][C:6](=[O:14])[C:7]1[CH:12]=[CH:11][CH:10]=[C:9]([CH3:13])[CH:8]=1.[CH3:21][O:22][C:23](=[O:33])[C:24]1[CH:29]=[CH:28][C:27]([CH2:30]Br)=[C:26]([F:32])[CH:25]=1, predict the reaction product. (5) Given the reactants [CH3:1][N:2]1[CH2:26][CH2:25][C@:4]2([N:8]=[C:7]([C:9]3[CH:14]=[C:13]([C:15]4[CH:20]=[CH:19][C:18]([C:21]([F:24])([F:23])[F:22])=[CH:17][CH:16]=4)[CH:12]=[CH:11][N:10]=3)[CH2:6][CH2:5]2)[C:3]1=[O:27].[B-](F)(F)(F)[F:29].[B-](F)(F)(F)F.C1[N+]2(CCl)CC[N+](F)(CC2)C1.FC(F)(F)C(O)=O.[OH-].[Na+], predict the reaction product. The product is: [F:29][CH:6]1[CH2:5][C@@:4]2([CH2:25][CH2:26][N:2]([CH3:1])[C:3]2=[O:27])[N:8]=[C:7]1[C:9]1[CH:14]=[C:13]([C:15]2[CH:16]=[CH:17][C:18]([C:21]([F:24])([F:23])[F:22])=[CH:19][CH:20]=2)[CH:12]=[CH:11][N:10]=1. (6) The product is: [F:22][CH:19]1[CH2:20][CH2:21][N:16]([CH2:15][C:13]2[CH:12]=[N:11][C:9]3[O:10][C:5]4[C:4]([N:23]5[CH2:28][CH2:27][O:26][CH2:25][CH2:24]5)=[N:3][C:2]([C:33]5[CH:34]=[CH:35][CH:36]=[C:37]6[C:32]=5[CH:31]=[CH:30][NH:29]6)=[N:7][C:6]=4[C:8]=3[CH:14]=2)[CH2:17][CH2:18]1. Given the reactants Cl[C:2]1[N:3]=[C:4]([N:23]2[CH2:28][CH2:27][O:26][CH2:25][CH2:24]2)[C:5]2[O:10][C:9]3[N:11]=[CH:12][C:13]([CH2:15][N:16]4[CH2:21][CH2:20][CH:19]([F:22])[CH2:18][CH2:17]4)=[CH:14][C:8]=3[C:6]=2[N:7]=1.[NH:29]1[C:37]2[CH:36]=[CH:35][CH:34]=[C:33](B(O)O)[C:32]=2[CH:31]=[CH:30]1.C([O-])([O-])=O.[Na+].[Na+].O1CCOCC1, predict the reaction product. (7) The product is: [Cl:22][C:19]1[CH:18]=[CH:17][C:16]([C:15]2[CH:14]=[CH:13][N:12]3[C:23](=[O:37])[N:24]([CH2:26][C:27]4[CH:28]=[N:29][C:30]([C:33]([F:35])([F:34])[F:36])=[CH:31][CH:32]=4)[N:25]=[C:11]3[C:10]=2[C:7]2[CH:8]=[CH:9][C:4]([C:1](=[N:39][OH:40])[CH3:2])=[CH:5][CH:6]=2)=[CH:21][CH:20]=1. Given the reactants [C:1]([C:4]1[CH:9]=[CH:8][C:7]([C:10]2[C:11]3[N:12]([C:23](=[O:37])[N:24]([CH2:26][C:27]4[CH:28]=[N:29][C:30]([C:33]([F:36])([F:35])[F:34])=[CH:31][CH:32]=4)[N:25]=3)[CH:13]=[CH:14][C:15]=2[C:16]2[CH:21]=[CH:20][C:19]([Cl:22])=[CH:18][CH:17]=2)=[CH:6][CH:5]=1)(=O)[CH3:2].Cl.[NH2:39][OH:40], predict the reaction product.